Dataset: Drug-target binding data from BindingDB using Kd measurements. Task: Regression. Given a target protein amino acid sequence and a drug SMILES string, predict the binding affinity score between them. We predict pKd (pKd = -log10(Kd in M); higher means stronger binding). Dataset: bindingdb_kd. (1) The small molecule is O=C1C=CC(=O)c2ccccc21. The target protein (P19921) has sequence MAKAHIELTINGHPVEALVEPRTLLIHFIREQQNLTGAHIGCDTSHCGACTVDLDGMSVKSCTMFAVQANGASITTIEGMAAPDGTLSALQEGFRMMHGLQCGYCTPGMIMRSHRLLQENPSPTEAEIRFGIGGNLCRCTGYQNIVKAIQYAAAKINGVPFEEAAE. The pKd is 3.9. (2) The small molecule is Cc1cnc(Nc2ccc(OCCN3CCCC3)cc2)nc1Nc1cccc(S(=O)(=O)NC(C)(C)C)c1. The target protein sequence is MCTVVDPRIVRRYLLRRQLGQGAYGIVWKAVDRRTGEVVAIKKIFDAFRDKTDAQRTFREITLLQEFGDHPNIISLLDVIRAENDRDIYLVFEFMDTDLNAVIRKGGLLQDVHVRSIFYQLLRATRFLHSGHVVHRDQKPSNVLLDANCTVKLCDFGLARSLGDLPEGPEDQAVTEYVATRWYRAPEVLLSSHRYTLGVDMWSLGCILGEMLRGRPLFPGTSTLHQLELILETIPPPSEEDLLALGSGCRASVLHQLGSRPRQTLDALLPPDTSPEALDLLRRLLVFAPDKRLSATQALQHPYVQRFHCPSDEWAREADVRPRAHEGVQLSVPEYRSRVYQMILECGGSSGTSREKGPEGVSPSQAHLHKPRADPQLPSRTPVQGPRPRPQSSPGHDPAEHESPRAAKNVPRQNSAPLLQTALLGNGERPPGAKEAPPLTLSLVKPSGRGAAPSLTSQAAAQVANQALIRGDWNRGGGVRVASVQQVPPRLPPEARPGRR.... The pKd is 6.3.